From a dataset of NCI-60 drug combinations with 297,098 pairs across 59 cell lines. Regression. Given two drug SMILES strings and cell line genomic features, predict the synergy score measuring deviation from expected non-interaction effect. Drug 1: CC1=C(N=C(N=C1N)C(CC(=O)N)NCC(C(=O)N)N)C(=O)NC(C(C2=CN=CN2)OC3C(C(C(C(O3)CO)O)O)OC4C(C(C(C(O4)CO)O)OC(=O)N)O)C(=O)NC(C)C(C(C)C(=O)NC(C(C)O)C(=O)NCCC5=NC(=CS5)C6=NC(=CS6)C(=O)NCCC[S+](C)C)O. Drug 2: C(CCl)NC(=O)N(CCCl)N=O. Cell line: RPMI-8226. Synergy scores: CSS=-1.13, Synergy_ZIP=-4.86, Synergy_Bliss=-8.09, Synergy_Loewe=-6.99, Synergy_HSA=-8.36.